Predict the product of the given reaction. From a dataset of Forward reaction prediction with 1.9M reactions from USPTO patents (1976-2016). (1) Given the reactants C1(N[C:7]2[C:12]([CH3:13])=[C:11]([CH3:14])[N:10]=[C:9]([NH:15][CH2:16][C:17]3[CH:22]=[CH:21][CH:20]=[CH:19][N:18]=3)[N:8]=2)CCCC1.Cl.[F:24][C:25]1([F:31])[CH2:29][CH2:28][CH:27]([NH2:30])[CH2:26]1, predict the reaction product. The product is: [F:24][C:25]1([F:31])[CH2:29][CH2:28][CH:27]([NH:30][C:7]2[C:12]([CH3:13])=[C:11]([CH3:14])[N:10]=[C:9]([NH:15][CH2:16][C:17]3[CH:22]=[CH:21][CH:20]=[CH:19][N:18]=3)[N:8]=2)[CH2:26]1. (2) The product is: [CH3:1][O:2][C:3]([C:5]1[CH:14]=[C:13]2[C:8]([C@@H:9]([NH:15][C:25]([O:24][CH2:17][C:18]3[CH:23]=[CH:22][CH:21]=[CH:20][CH:19]=3)=[O:26])[CH2:10][CH2:11][S:12]2)=[CH:7][C:6]=1[Cl:16])=[O:4]. Given the reactants [CH3:1][O:2][C:3]([C:5]1[CH:14]=[C:13]2[C:8]([C@@H:9]([NH2:15])[CH2:10][CH2:11][S:12]2)=[CH:7][C:6]=1[Cl:16])=[O:4].[CH2:17]([O:24][C:25](Cl)=[O:26])[C:18]1[CH:23]=[CH:22][CH:21]=[CH:20][CH:19]=1, predict the reaction product. (3) Given the reactants [OH:1][C:2]1[CH:7]=[C:6]([O:8][CH3:9])[CH:5]=[CH:4][C:3]=1[C:10](=[O:13])[CH2:11][CH3:12].C(=O)([O-])[O-].[K+].[K+].Br[CH2:21][CH2:22][O:23][CH3:24], predict the reaction product. The product is: [CH3:9][O:8][C:6]1[CH:5]=[CH:4][C:3]([C:10](=[O:13])[CH2:11][CH3:12])=[C:2]([O:1][CH2:21][CH2:22][O:23][CH3:24])[CH:7]=1. (4) The product is: [Cl:28][C:16]1[C:11]2[C:8]3[CH2:9][CH2:10][C:2]4([CH2:6][C:7]=3[S:18][C:12]=2[N:13]=[CH:14][N:15]=1)[O:3][CH2:4][CH2:5][O:1]4. Given the reactants [O:1]1[CH2:5][CH2:4][O:3][C:2]21[CH2:10][CH2:9][C:8]1[C:11]3[C:16](=O)[NH:15][CH:14]=[N:13][C:12]=3[S:18][C:7]=1[CH2:6]2.C(N(CC)CC)C.O=P(Cl)(Cl)[Cl:28], predict the reaction product. (5) Given the reactants [CH3:1][S:2]([NH:5][CH2:6][C:7]1[C:15]2[S:14](=[O:17])(=[O:16])[N:13]=[C:12]([CH2:18][C:19]([OH:21])=O)[NH:11][C:10]=2[S:9][CH:8]=1)(=[O:4])=[O:3].F[P-](F)(F)(F)(F)F.N1(OC(N(C)C)=[N+](C)C)C2N=CC=CC=2N=N1.CN1CCOCC1.C([O:55][C:56](=O)[CH2:57][CH:58]([CH:68]1[CH2:70][CH2:69]1)[NH:59][CH2:60][C:61]1[CH:66]=[CH:65][C:64]([F:67])=[CH:63][CH:62]=1)C.[O-]CC.[Na+].C(O)C, predict the reaction product. The product is: [CH:68]1([CH:58]2[N:59]([CH2:60][C:61]3[CH:66]=[CH:65][C:64]([F:67])=[CH:63][CH:62]=3)[C:19](=[O:21])[C:18]([C:12]3[NH:11][C:10]4[S:9][CH:8]=[C:7]([CH2:6][NH:5][S:2]([CH3:1])(=[O:3])=[O:4])[C:15]=4[S:14](=[O:16])(=[O:17])[N:13]=3)=[C:56]([OH:55])[CH2:57]2)[CH2:70][CH2:69]1.